Task: Predict which catalyst facilitates the given reaction.. Dataset: Catalyst prediction with 721,799 reactions and 888 catalyst types from USPTO Reactant: [CH2:1]([O:8][C:9]1[C:14]([F:15])=[CH:13][C:12]([CH2:16][CH:17]([CH3:21])[C:18]([O-:20])=[O:19])=[CH:11][C:10]=1[F:22])[C:2]1[CH:7]=[CH:6][CH:5]=[CH:4][CH:3]=1.CO.[OH-].[Li+]. Product: [CH2:1]([O:8][C:9]1[C:10]([F:22])=[CH:11][C:12]([CH2:16][CH:17]([CH3:21])[C:18]([OH:20])=[O:19])=[CH:13][C:14]=1[F:15])[C:2]1[CH:3]=[CH:4][CH:5]=[CH:6][CH:7]=1. The catalyst class is: 30.